This data is from Forward reaction prediction with 1.9M reactions from USPTO patents (1976-2016). The task is: Predict the product of the given reaction. Given the reactants Cl[C:2]1[C:3]2[S:10][CH:9]=[C:8]([C:11]([NH:13][C:14]3[C:19]([Cl:20])=[CH:18][CH:17]=[C:16]([NH:21][S:22]([CH2:25][CH2:26][CH3:27])(=[O:24])=[O:23])[C:15]=3[Cl:28])=[O:12])[C:4]=2[N:5]=[CH:6][N:7]=1, predict the reaction product. The product is: [Cl:28][C:15]1[C:16]([NH:21][S:22]([CH2:25][CH2:26][CH3:27])(=[O:23])=[O:24])=[CH:17][CH:18]=[C:19]([Cl:20])[C:14]=1[NH:13][C:11]([C:8]1[C:4]2[N:5]=[CH:6][N:7]=[CH:2][C:3]=2[S:10][CH:9]=1)=[O:12].